This data is from Forward reaction prediction with 1.9M reactions from USPTO patents (1976-2016). The task is: Predict the product of the given reaction. Given the reactants [CH3:1][O:2][C:3]1[CH:8]=[CH:7][C:6]([NH:9][CH:10]2[CH2:15][CH2:14][N:13]([C:16]([O:18][C:19]([CH3:22])([CH3:21])[CH3:20])=[O:17])[CH2:12][CH2:11]2)=[CH:5][CH:4]=1.Cl[CH2:24][C:25]1[CH:30]=[CH:29][N:28]=[C:27]([C:31]2[CH:36]=[CH:35][C:34]([F:37])=[C:33]([F:38])[CH:32]=2)[CH:26]=1, predict the reaction product. The product is: [C:19]([O:18][C:16]([N:13]1[CH2:14][CH2:15][CH:10]([N:9]([CH2:24][C:25]2[CH:30]=[CH:29][N:28]=[C:27]([C:31]3[CH:36]=[CH:35][C:34]([F:37])=[C:33]([F:38])[CH:32]=3)[CH:26]=2)[C:6]2[CH:5]=[CH:4][C:3]([O:2][CH3:1])=[CH:8][CH:7]=2)[CH2:11][CH2:12]1)=[O:17])([CH3:22])([CH3:21])[CH3:20].